The task is: Predict which catalyst facilitates the given reaction.. This data is from Catalyst prediction with 721,799 reactions and 888 catalyst types from USPTO. (1) Reactant: [CH2:1]([NH:5][C:6]1[N:11]2[N:12]=[C:13]([C:26]3[CH:31]=[CH:30][C:29]([N:32]=C(C4C=CC=CC=4)C4C=CC=CC=4)=[CH:28][CH:27]=3)[C:14]([C:15]3[CH:20]=[CH:19][N:18]=[C:17]([NH:21][CH2:22][CH2:23][CH2:24][CH3:25])[N:16]=3)=[C:10]2[CH:9]=[CH:8][CH:7]=1)[CH2:2][CH2:3][CH3:4].Cl.CCOCC.C(=O)(O)[O-].[Na+]. Product: [NH2:32][C:29]1[CH:28]=[CH:27][C:26]([C:13]2[C:14]([C:15]3[CH:20]=[CH:19][N:18]=[C:17]([NH:21][CH2:22][CH2:23][CH2:24][CH3:25])[N:16]=3)=[C:10]3[CH:9]=[CH:8][CH:7]=[C:6]([NH:5][CH2:1][CH2:2][CH2:3][CH3:4])[N:11]3[N:12]=2)=[CH:31][CH:30]=1. The catalyst class is: 7. (2) Reactant: [CH:1]([C@:4]1([C:17]([N:19]2[CH2:24][CH2:23][N:22]([C:25]3[N:30]=[C:29]([C:31]([F:34])([F:33])[F:32])[CH:28]=[CH:27][N:26]=3)[CH2:21][CH2:20]2)=[O:18])[CH2:8][CH2:7][C@@H:6]([NH:9]C(=O)OC(C)(C)C)[CH2:5]1)([CH3:3])[CH3:2]. Product: [CH:1]([C@:4]1([C:17]([N:19]2[CH2:24][CH2:23][N:22]([C:25]3[N:30]=[C:29]([C:31]([F:32])([F:33])[F:34])[CH:28]=[CH:27][N:26]=3)[CH2:21][CH2:20]2)=[O:18])[CH2:8][CH2:7][C@@H:6]([NH2:9])[CH2:5]1)([CH3:3])[CH3:2]. The catalyst class is: 89. (3) Reactant: [Cl:1][C:2]1[CH:21]=[CH:20][C:5]([NH:6][C:7]2[C:16]3[C:11](=[CH:12][C:13]([OH:19])=[C:14]([O:17][CH3:18])[CH:15]=3)[N:10]=[CH:9][N:8]=2)=[C:4]([F:22])[CH:3]=1.Cl.Cl[CH2:25][CH2:26][O:27][C:28]1[CH:33]=[CH:32][CH:31]=[CH:30][N:29]=1.C(=O)([O-])[O-].[K+].[K+]. Product: [Cl:1][C:2]1[CH:21]=[CH:20][C:5]([NH:6][C:7]2[C:16]3[C:11](=[CH:12][C:13]([O:19][CH2:25][CH2:26][O:27][C:28]4[CH:33]=[CH:32][CH:31]=[CH:30][N:29]=4)=[C:14]([O:17][CH3:18])[CH:15]=3)[N:10]=[CH:9][N:8]=2)=[C:4]([F:22])[CH:3]=1. The catalyst class is: 18. (4) Reactant: [NH2:1][C:2]1[CH:7]=[C:6]([C:8]([F:11])([F:10])[F:9])[C:5]([CH2:12][C:13]#[N:14])=[C:4]([Cl:15])[CH:3]=1.C(=O)([O-])[O-].[Ca+2].[C:21](Cl)(Cl)=[S:22].Cl. Product: [Cl:15][C:4]1[CH:3]=[C:2]([N:1]=[C:21]=[S:22])[CH:7]=[C:6]([C:8]([F:9])([F:10])[F:11])[C:5]=1[CH2:12][C:13]#[N:14]. The catalyst class is: 229. (5) Product: [CH2:3]([O:7][C:8]1[CH:13]=[C:12](/[CH:14]=[C:15](\[O:20][CH3:21])/[C:16]([OH:18])=[O:17])[CH:11]=[CH:10][C:9]=1[C:22]1[CH:27]=[CH:26][CH:25]=[C:24]([NH:28][C:29]([NH:31][CH2:32][CH2:33][CH2:34][CH2:35][CH2:36][CH2:37][CH3:38])=[O:30])[CH:23]=1)[CH2:4][CH2:5][CH3:6]. Reactant: [OH-].[Li+].[CH2:3]([O:7][C:8]1[CH:13]=[C:12](/[CH:14]=[C:15](\[O:20][CH3:21])/[C:16]([O:18]C)=[O:17])[CH:11]=[CH:10][C:9]=1[C:22]1[CH:27]=[CH:26][CH:25]=[C:24]([NH:28][C:29]([NH:31][CH2:32][CH2:33][CH2:34][CH2:35][CH2:36][CH2:37][CH3:38])=[O:30])[CH:23]=1)[CH2:4][CH2:5][CH3:6].O.Cl. The catalyst class is: 7. (6) Reactant: [CH3:1][O:2][C:3]([CH:5]1[CH2:10][CH2:9][CH:8]([C:11]([OH:13])=O)[CH2:7][CH2:6]1)=[O:4].C([N:16]([CH2:19][CH3:20])[CH2:17][CH3:18])C.[CH2:21](OC(Cl)=O)C(C)C.O[NH:30][C:31](=[NH:38])C1C=CN=CC=1. Product: [CH3:1][O:2][C:3]([C@H:5]1[CH2:6][CH2:7][C@H:8]([C:11]2[O:13][N:38]=[C:31]([C:19]3[CH:20]=[CH:21][CH:18]=[CH:17][N:16]=3)[N:30]=2)[CH2:9][CH2:10]1)=[O:4]. The catalyst class is: 11. (7) Reactant: [O:1]1[CH2:5][CH2:4][O:3][CH:2]1[C:6]1[CH:11]=[CH:10][C:9]([NH2:12])=[CH:8][CH:7]=1.C(N(CC)C(C)C)(C)C.Cl[C:23]([C:25]1[CH:26]=[C:27]([CH2:31][NH:32][C:33]([CH2:35][CH2:36][N:37]2[CH2:42][CH2:41][CH:40]([O:43][C:44](=[O:58])[NH:45][C:46]3[CH:51]=[CH:50][CH:49]=[CH:48][C:47]=3[C:52]3[CH:57]=[CH:56][CH:55]=[CH:54][CH:53]=3)[CH2:39][CH2:38]2)=[O:34])[CH:28]=[CH:29][CH:30]=1)=[O:24].C(=O)(O)[O-].[Na+]. Product: [O:1]1[CH2:5][CH2:4][O:3][CH:2]1[C:6]1[CH:11]=[CH:10][C:9]([NH:12][C:23]([C:25]2[CH:26]=[C:27]([CH2:31][NH:32][C:33]([CH2:35][CH2:36][N:37]3[CH2:38][CH2:39][CH:40]([O:43][C:44](=[O:58])[NH:45][C:46]4[CH:51]=[CH:50][CH:49]=[CH:48][C:47]=4[C:52]4[CH:57]=[CH:56][CH:55]=[CH:54][CH:53]=4)[CH2:41][CH2:42]3)=[O:34])[CH:28]=[CH:29][CH:30]=2)=[O:24])=[CH:8][CH:7]=1. The catalyst class is: 2. (8) Reactant: C([O:3][C:4]([CH2:6][CH2:7][C:8]1([CH2:21][CH2:22][C:23]2([CH2:36][CH2:37][C:38](OCC)=[O:39])[C:35]3[CH:34]=[CH:33][CH:32]=[CH:31][C:30]=3[C:29]3[C:24]2=[CH:25][CH:26]=[CH:27][CH:28]=3)[C:20]2[CH:19]=[CH:18][CH:17]=[CH:16][C:15]=2[C:14]2[C:9]1=[CH:10][CH:11]=[CH:12][CH:13]=2)=O)C.O1CCCC1.[H-].[Na+].COCCO[Al+]OCCOC.[H-].[OH-].[Na+]. Product: [OH:3][CH2:4][CH2:6][CH2:7][C:8]1([CH2:21][CH2:22][C:23]2([CH2:36][CH2:37][CH2:38][OH:39])[C:24]3[CH:25]=[CH:26][CH:27]=[CH:28][C:29]=3[C:30]3[C:35]2=[CH:34][CH:33]=[CH:32][CH:31]=3)[C:20]2[CH:19]=[CH:18][CH:17]=[CH:16][C:15]=2[C:14]2[C:9]1=[CH:10][CH:11]=[CH:12][CH:13]=2. The catalyst class is: 802. (9) Reactant: [Br:1][C:2]1[CH:3]=[C:4]([C:9]([F:12])([F:11])[F:10])[C:5]([OH:8])=[N:6][CH:7]=1.O[CH2:14][CH2:15][N:16]([CH3:24])[C:17](=[O:23])[O:18][C:19]([CH3:22])([CH3:21])[CH3:20].C1(P(C2C=CC=CC=2)C2C=CC=CC=2)C=CC=CC=1.N(C(OC(C)C)=O)=NC(OC(C)C)=O. Product: [Br:1][C:2]1[CH:3]=[C:4]([C:9]([F:12])([F:10])[F:11])[C:5]([O:8][CH2:14][CH2:15][N:16]([CH3:24])[C:17](=[O:23])[O:18][C:19]([CH3:21])([CH3:20])[CH3:22])=[N:6][CH:7]=1. The catalyst class is: 12.